Dataset: Peptide-MHC class I binding affinity with 185,985 pairs from IEDB/IMGT. Task: Regression. Given a peptide amino acid sequence and an MHC pseudo amino acid sequence, predict their binding affinity value. This is MHC class I binding data. (1) The peptide sequence is PYENLLYKI. The MHC is HLA-A29:02 with pseudo-sequence HLA-A29:02. The binding affinity (normalized) is 0. (2) The peptide sequence is ITPTIYLLL. The MHC is HLA-A24:02 with pseudo-sequence HLA-A24:02. The binding affinity (normalized) is 1.00.